Task: Predict the product of the given reaction.. Dataset: Forward reaction prediction with 1.9M reactions from USPTO patents (1976-2016) Given the reactants [N:1]1[CH:6]=[CH:5][CH:4]=[CH:3][C:2]=1[C:7]1[CH:13]=[CH:12][C:10]([NH2:11])=[CH:9][CH:8]=1.C[CH2:15][N:16]([CH:20]([CH3:22])C)[CH:17]([CH3:19])C.Cl[C:24](Cl)(Cl)[C:25](Cl)=[O:26].C(=O)([O-])[O-:31].[Na+].[Na+].[F:36][C:37]1[CH:50]=[CH:49][C:40](C(N2CCCCC2)=O)=[CH:39][CH:38]=1, predict the reaction product. The product is: [N:1]1[CH:6]=[CH:5][CH:4]=[CH:3][C:2]=1[C:7]1[CH:8]=[CH:9][C:10]([NH:11][C:15]([N:16]2[CH2:17][CH2:19][CH:24]([C:25](=[O:26])[C:40]3[CH:49]=[CH:50][C:37]([F:36])=[CH:38][CH:39]=3)[CH2:22][CH2:20]2)=[O:31])=[CH:12][CH:13]=1.